Dataset: Full USPTO retrosynthesis dataset with 1.9M reactions from patents (1976-2016). Task: Predict the reactants needed to synthesize the given product. (1) Given the product [Cl:1][C:2]1[C:11]2[C:6](=[CH:7][CH:8]=[C:9]([F:12])[CH:10]=2)[N:5]=[C:4]([C:13]2[CH:18]=[CH:17][CH:16]=[CH:15][C:14]=2[OH:19])[N:3]=1, predict the reactants needed to synthesize it. The reactants are: [Cl:1][C:2]1[C:11]2[C:6](=[CH:7][CH:8]=[C:9]([F:12])[CH:10]=2)[N:5]=[C:4]([C:13]2[CH:18]=[CH:17][CH:16]=[CH:15][C:14]=2[O:19]C)[N:3]=1.B(Br)(Br)Br. (2) The reactants are: [Cl:1][C:2]1[CH:19]=[C:18]([N+:20]([O-])=O)[CH:17]=[C:16]([Cl:23])[C:3]=1[O:4][C:5]1[CH:6]=[N:7][C:8]2[C:13]([CH:14]=1)=[CH:12][C:11]([CH3:15])=[CH:10][CH:9]=2.[NH4+].[Cl-]. Given the product [Cl:1][C:2]1[CH:19]=[C:18]([NH2:20])[CH:17]=[C:16]([Cl:23])[C:3]=1[O:4][C:5]1[CH:6]=[N:7][C:8]2[C:13]([CH:14]=1)=[CH:12][C:11]([CH3:15])=[CH:10][CH:9]=2, predict the reactants needed to synthesize it. (3) Given the product [F:28][CH:27]([F:29])[C:23]1[C:24]([F:26])=[CH:25][C:20]([C:13]2[C:12]3[C:17](=[CH:18][C:9]([S:8]([Cl:37])(=[O:48])=[O:36])=[CH:10][CH:11]=3)[N:16]=[C:15]([CH3:19])[N:14]=2)=[C:21]([O:30][CH3:31])[CH:22]=1, predict the reactants needed to synthesize it. The reactants are: C([S:8][C:9]1[CH:18]=[C:17]2[C:12]([C:13]([C:20]3[CH:25]=[C:24]([F:26])[C:23]([CH:27]([F:29])[F:28])=[CH:22][C:21]=3[O:30][CH3:31])=[N:14][C:15]([CH3:19])=[N:16]2)=[CH:11][CH:10]=1)C1C=CC=CC=1.CC(O)=O.[OH2:36].[Cl:37]N1C(C)(C)C(=O)N(Cl)C1=O.[OH2:48]. (4) Given the product [F:1][C:2]1[CH:8]=[C:7]([F:9])[CH:6]=[CH:5][C:3]=1[NH:4][C:16](=[O:25])[CH:17]=[CH:18][C:19]1[CH:24]=[CH:23][CH:22]=[CH:21][CH:20]=1, predict the reactants needed to synthesize it. The reactants are: [F:1][C:2]1[CH:8]=[C:7]([F:9])[CH:6]=[CH:5][C:3]=1[NH2:4].N1C=CC=CC=1.[C:16](Cl)(=[O:25])[CH:17]=[CH:18][C:19]1[CH:24]=[CH:23][CH:22]=[CH:21][CH:20]=1. (5) Given the product [CH:37]1([N:32]2[C:33]3[C:28](=[CH:27][C:26]([F:44])=[C:25]([N:21]4[CH2:22][CH2:23][CH2:24][C:19](=[C:17]([F:18])[CH2:16][NH:15][P:1]([O:6][CH2:7][CH3:8])([O:3][CH2:4][CH3:5])=[O:2])[CH2:20]4)[C:34]=3[O:35][CH3:36])[C:29](=[O:43])[C:30]([C:40]([OH:42])=[O:41])=[CH:31]2)[CH2:38][CH2:39]1, predict the reactants needed to synthesize it. The reactants are: [P:1](Cl)([O:6][CH2:7][CH3:8])([O:3][CH2:4][CH3:5])=[O:2].C1COCC1.[NH2:15][CH2:16][C:17](=[C:19]1[CH2:24][CH2:23][CH2:22][N:21]([C:25]2[C:34]([O:35][CH3:36])=[C:33]3[C:28]([C:29](=[O:43])[C:30]([C:40]([OH:42])=[O:41])=[CH:31][N:32]3[CH:37]3[CH2:39][CH2:38]3)=[CH:27][C:26]=2[F:44])[CH2:20]1)[F:18]. (6) Given the product [Cl:23][C:20]1[CH:21]=[C:22]2[C:14]([C:9]3[N:8]=[C:7]([NH:6][CH:4]4[CH2:5][N:2]([S:49]([CH2:48][CH:43]5[CH2:47][CH2:46][CH2:45][CH2:44]5)(=[O:51])=[O:50])[CH2:3]4)[C:12]([F:13])=[CH:11][N:10]=3)=[CH:15][NH:16][C:17]2=[N:18][CH:19]=1, predict the reactants needed to synthesize it. The reactants are: Cl.[NH:2]1[CH2:5][CH:4]([NH:6][C:7]2[C:12]([F:13])=[CH:11][N:10]=[C:9]([C:14]3[C:22]4[C:17](=[N:18][CH:19]=[C:20]([Cl:23])[CH:21]=4)[N:16](S(C4C=CC(C)=CC=4)(=O)=O)[CH:15]=3)[N:8]=2)[CH2:3]1.CCN(C(C)C)C(C)C.[CH:43]1([CH2:48][S:49](Cl)(=[O:51])=[O:50])[CH2:47][CH2:46][CH2:45][CH2:44]1.N1CCOCC1. (7) The reactants are: C(=O)([O-])[O-].[K+].[K+].[CH2:7]([C:9]1[CH:14]=[CH:13][C:12]([C:15]2[C:23]3[C:22]([O:24][C@@H:25]4[CH2:30][CH2:29][CH2:28][NH:27][CH2:26]4)=[N:21][CH:20]=[N:19][C:18]=3[O:17][C:16]=2[C:31]2[CH:36]=[CH:35][CH:34]=[CH:33][C:32]=2[F:37])=[CH:11][CH:10]=1)[CH3:8].[CH3:38][O:39][C:40](=[O:45])[CH2:41][CH2:42][CH2:43]Br. Given the product [CH3:38][O:39][C:40](=[O:45])[CH2:41][CH2:42][CH2:43][N:27]1[CH2:28][CH2:29][CH2:30][C@@H:25]([O:24][C:22]2[C:23]3[C:15]([C:12]4[CH:13]=[CH:14][C:9]([CH2:7][CH3:8])=[CH:10][CH:11]=4)=[C:16]([C:31]4[CH:36]=[CH:35][CH:34]=[CH:33][C:32]=4[F:37])[O:17][C:18]=3[N:19]=[CH:20][N:21]=2)[CH2:26]1, predict the reactants needed to synthesize it. (8) Given the product [OH:11][CH2:10][CH2:9][N:8]([CH2:7][C:5]1[N:6]=[C:2]([CH3:1])[S:3][CH:4]=1)[C:12](=[O:13])[O:14][C:15]([CH3:18])([CH3:17])[CH3:16], predict the reactants needed to synthesize it. The reactants are: [CH3:1][C:2]1[S:3][CH:4]=[C:5]([CH2:7][NH:8][CH2:9][CH2:10][OH:11])[N:6]=1.[C:12](O[C:12]([O:14][C:15]([CH3:18])([CH3:17])[CH3:16])=[O:13])([O:14][C:15]([CH3:18])([CH3:17])[CH3:16])=[O:13]. (9) Given the product [OH:10][C:7]1[CH:8]=[CH:9][C:4]([C:3]2[N:11]=[C:32]([CH2:31][N:14]3[CH2:15][CH2:16][CH2:17][C:18]([C:25]4[CH:30]=[CH:29][CH:28]=[CH:27][CH:26]=4)([C:19]4[CH:24]=[CH:23][CH:22]=[CH:21][CH:20]=4)[C:13]3=[O:12])[O:1][N:2]=2)=[CH:5][CH:6]=1, predict the reactants needed to synthesize it. The reactants are: [OH:1]/[N:2]=[C:3](\[NH2:11])/[C:4]1[CH:9]=[CH:8][C:7]([OH:10])=[CH:6][CH:5]=1.[O:12]=[C:13]1[C:18]([C:25]2[CH:30]=[CH:29][CH:28]=[CH:27][CH:26]=2)([C:19]2[CH:24]=[CH:23][CH:22]=[CH:21][CH:20]=2)[CH2:17][CH2:16][CH2:15][N:14]1[CH2:31][C:32](O)=O.Cl.C(N=C=NCCCN(C)C)C. (10) Given the product [CH2:11]([O:18][C:19]1[CH:26]=[C:25]([CH3:27])[C:22]([C:3]2[CH:4]=[CH:5][O:1][C:2]=2[CH2:32][OH:31])=[C:21]([CH3:28])[CH:20]=1)[C:12]1[CH:17]=[CH:16][CH:15]=[CH:14][CH:13]=1, predict the reactants needed to synthesize it. The reactants are: [O:1]1[CH:5]=[CH:4][CH:3]=[CH:2]1.C([Li])CCC.[CH2:11]([O:18][C:19]1[CH:26]=[C:25]([CH3:27])[C:22](C=O)=[C:21]([CH3:28])[CH:20]=1)[C:12]1[CH:17]=[CH:16][CH:15]=[CH:14][CH:13]=1.[Cl-].[NH4+].[O:31]1CCC[CH2:32]1.